This data is from Forward reaction prediction with 1.9M reactions from USPTO patents (1976-2016). The task is: Predict the product of the given reaction. (1) Given the reactants [Br:1][C:2]1[CH:3]=[C:4]([NH:11]C(=O)OC(C)(C)C)[C:5]2[O:9][CH2:8][CH2:7][C:6]=2[CH:10]=1.[ClH:19].C(OCC)(=O)C, predict the reaction product. The product is: [ClH:19].[Br:1][C:2]1[CH:3]=[C:4]([NH2:11])[C:5]2[O:9][CH2:8][CH2:7][C:6]=2[CH:10]=1. (2) Given the reactants CC(C)(C)C([NH:5][C:6]1[CH:11]=[CH:10][C:9]([CH2:12][O:13][CH2:14][C:15]([F:18])([F:17])[F:16])=[CH:8][N:7]=1)=O.[OH-].[Na+], predict the reaction product. The product is: [F:18][C:15]([F:16])([F:17])[CH2:14][O:13][CH2:12][C:9]1[CH:10]=[CH:11][C:6]([NH2:5])=[N:7][CH:8]=1. (3) Given the reactants [CH3:1][C:2]1[NH:6][C:5]([C:7]([O:9][CH2:10][CH3:11])=[O:8])=[CH:4][CH:3]=1.[H-].[Na+].Br[CH2:15][C:16]#[N:17], predict the reaction product. The product is: [C:16]([CH2:15][N:6]1[C:2]([CH3:1])=[CH:3][CH:4]=[C:5]1[C:7]([O:9][CH2:10][CH3:11])=[O:8])#[N:17]. (4) Given the reactants Cl[C:2]1[O:3][C:4]2[C:5](=[C:7]([C:19]#[N:20])[C:8]([CH3:18])=[C:9]([C:12]3[CH:17]=[CH:16][CH:15]=[CH:14][CH:13]=3)[C:10]=2[F:11])[N:6]=1.C(N(C(C)C)CC)(C)C.[CH2:30]1[NH:33][CH2:32][CH:31]1[OH:34].Cl, predict the reaction product. The product is: [F:11][C:10]1[C:9]([C:12]2[CH:17]=[CH:16][CH:15]=[CH:14][CH:13]=2)=[C:8]([CH3:18])[C:7]([C:19]#[N:20])=[C:5]2[C:4]=1[O:3][C:2]([N:33]1[CH2:30][CH:31]([OH:34])[CH2:32]1)=[N:6]2. (5) Given the reactants [ClH:1].N[NH:3][C:4](=[NH:7])[NH:5][NH2:6].[F:8][C:9]([F:14])([F:13])[C:10]([O-:12])=[O:11].[Na+:15].C(#[N:18])C, predict the reaction product. The product is: [F:8][C:9]([F:14])([F:13])[C:10]([O-:12])=[O:11].[NH2:18][N+:5]([NH2:6])=[C:4]([NH2:7])[NH2:3].[Cl-:1].[Na+:15]. (6) Given the reactants [CH3:1][C:2]([C:4]1[CH:9]=[CH:8][C:7]([N+:10]([O-:12])=[O:11])=[CH:6][CH:5]=1)=O.[N:13]1[NH:14][C:15](=[O:19])[CH:16]=CC=1, predict the reaction product. The product is: [O:19]=[C:15]1[NH:14][N:13]=[C:2]([C:4]2[CH:9]=[CH:8][C:7]([N+:10]([O-:12])=[O:11])=[CH:6][CH:5]=2)[CH:1]=[CH:16]1.